Dataset: Reaction yield outcomes from USPTO patents with 853,638 reactions. Task: Predict the reaction yield, written as a fraction of the theoretical maximum amount of product (1.0 means a 100% yield; for example, 0.34 means a 34% yield). (1) The reactants are [Cl:1][C:2]1[CH:15]=[C:14]([O:16][CH3:17])[CH:13]=[CH:12][C:3]=1[O:4][C:5]1[S:6][C:7]([CH:10]=O)=[CH:8][N:9]=1.N1C=CC=CC=1.Cl.[NH2:25][OH:26]. The catalyst is O. The product is [Cl:1][C:2]1[CH:15]=[C:14]([O:16][CH3:17])[CH:13]=[CH:12][C:3]=1[O:4][C:5]1[S:6][C:7]([CH:10]=[N:25][OH:26])=[CH:8][N:9]=1. The yield is 0.960. (2) The reactants are [OH:1][C:2]1[CH:17]=[CH:16][C:5]([CH2:6][CH2:7][NH:8][C:9](=[O:15])[O:10][C:11]([CH3:14])([CH3:13])[CH3:12])=[CH:4][CH:3]=1.CS(O[CH2:23][C:24]([F:27])([F:26])[CH3:25])(=O)=O.C(=O)([O-])[O-].[Cs+].[Cs+].O. The catalyst is CN(C=O)C. The product is [F:26][C:24]([F:27])([CH3:25])[CH2:23][O:1][C:2]1[CH:17]=[CH:16][C:5]([CH2:6][CH2:7][NH:8][C:9](=[O:15])[O:10][C:11]([CH3:14])([CH3:12])[CH3:13])=[CH:4][CH:3]=1. The yield is 0.140.